This data is from Forward reaction prediction with 1.9M reactions from USPTO patents (1976-2016). The task is: Predict the product of the given reaction. (1) Given the reactants CC(OC(/N=N/C(OC(C)C)=O)=O)C.[C:15]1(=[O:25])[C:23]2[C:18](=[CH:19][CH:20]=[CH:21][CH:22]=2)[C:17](=[O:24])[NH:16]1.[Br:26][C:27]1[CH:32]=[C:31]([CH2:33]O)[C:30]([F:35])=[CH:29][N:28]=1.C1C=CC(P(C2C=CC=CC=2)C2C=CC=CC=2)=CC=1, predict the reaction product. The product is: [Br:26][C:27]1[CH:32]=[C:31]([CH2:33][N:16]2[C:17](=[O:24])[C:18]3[C:23](=[CH:22][CH:21]=[CH:20][CH:19]=3)[C:15]2=[O:25])[C:30]([F:35])=[CH:29][N:28]=1. (2) Given the reactants [C:1]([O:5][C:6](=[O:40])[C@@H:7]([NH:11][C:12]([C@H:14]1[C@H:18]([C:19]2[CH:24]=[CH:23][CH:22]=[C:21]([Cl:25])[CH:20]=2)[C@:17]([C:28]2[CH:33]=[CH:32][C:31]([Cl:34])=[CH:30][CH:29]=2)([C:26]#[N:27])[C@H:16]([CH2:35][C:36]([CH3:39])([CH3:38])[CH3:37])[NH:15]1)=[O:13])[CH:8]([CH3:10])[CH3:9])(C)(C)C.C(OC(=O)[C@@H](NC([C@@H]1[C@@H](C2C=CC=C(Cl)C=2)[C@@](C2C=CC(Cl)=CC=2)(C#N)[C@@H](CC(C)(C)C)N1)=O)C(C)C)(C)(C)C, predict the reaction product. The product is: [CH3:1][O:5][C:6](=[O:40])[C@@H:7]([NH:11][C:12]([C@@H:14]1[C@@H:18]([C:19]2[CH:24]=[CH:23][CH:22]=[C:21]([Cl:25])[CH:20]=2)[C@@:17]([C:28]2[CH:29]=[CH:30][C:31]([Cl:34])=[CH:32][CH:33]=2)([C:26]#[N:27])[C@@H:16]([CH2:35][C:36]([CH3:37])([CH3:39])[CH3:38])[NH:15]1)=[O:13])[CH:8]([CH3:10])[CH3:9]. (3) Given the reactants [F:1][C:2]([F:7])([F:6])[C:3]([OH:5])=[O:4].[CH3:8][C:9](C)([CH3:41])[CH2:10][NH:11][CH2:12][C:13]1[O:17][CH:16]=[C:15]([C:18]2[CH:19]=[C:20]3[C:24](=[C:25]([C:27]([NH2:29])=[O:28])[CH:26]=2)[NH:23][CH:22]=[C:21]3[CH:30]2[CH2:35][CH2:34][N:33]([S:36]([CH2:39][CH3:40])(=[O:38])=[O:37])[CH2:32][CH2:31]2)[CH:14]=1.[CH3:43][C:44](C)(C)CN, predict the reaction product. The product is: [F:1][C:2]([F:7])([F:6])[C:3]([OH:5])=[O:4].[CH:9]1([CH2:10][NH:11][CH2:12][C:13]2[O:17][CH:16]=[C:15]([C:18]3[CH:19]=[C:20]4[C:24](=[C:25]([C:27]([NH2:29])=[O:28])[CH:26]=3)[NH:23][CH:22]=[C:21]4[CH:30]3[CH2:31][CH2:32][N:33]([S:36]([CH2:39][CH3:40])(=[O:37])=[O:38])[CH2:34][CH2:35]3)[CH:14]=2)[CH2:8][CH2:44][CH2:43][CH2:41]1. (4) Given the reactants [O:1]1[CH2:6][CH2:5][CH2:4][CH2:3][CH:2]1[O:7][C@H:8]1[C@H:12]2[O:13][CH2:14][C@@H:15]([OH:16])[C@H:11]2[O:10][CH2:9]1.[N+:17]([O:20][C@H:21]([CH2:28][O:29][N+:30]([O-:32])=[O:31])[CH2:22][CH2:23][CH2:24][C:25](O)=[O:26])([O-:19])=[O:18].CCN=C=NCCCN(C)C, predict the reaction product. The product is: [N+:17]([O:20][C@H:21]([CH2:28][O:29][N+:30]([O-:32])=[O:31])[CH2:22][CH2:23][CH2:24][C:25]([O:16][C@@H:15]1[CH2:14][O:13][C@@H:12]2[C@H:8]([O:7][CH:2]3[CH2:3][CH2:4][CH2:5][CH2:6][O:1]3)[CH2:9][O:10][C@H:11]12)=[O:26])([O-:19])=[O:18]. (5) Given the reactants [C:1]1([OH:7])[CH:6]=[CH:5][CH:4]=[CH:3][CH:2]=1.[H-].[Na+].[Cl:10][C:11]1[CH:37]=[CH:36][CH:35]=[CH:34][C:12]=1[C:13]([C:15]1[C:22](=[O:23])[N:18]2[CH2:19][CH2:20][CH2:21][N:17]2[C:16]=1[C:24]1[CH:29]=[CH:28][N:27]=[C:26](S(C)(=O)=O)[N:25]=1)=[O:14], predict the reaction product. The product is: [Cl:10][C:11]1[CH:37]=[CH:36][CH:35]=[CH:34][C:12]=1[C:13]([C:15]1[C:22](=[O:23])[N:18]2[CH2:19][CH2:20][CH2:21][N:17]2[C:16]=1[C:24]1[CH:29]=[CH:28][N:27]=[C:26]([O:7][C:1]2[CH:6]=[CH:5][CH:4]=[CH:3][CH:2]=2)[N:25]=1)=[O:14].